This data is from Full USPTO retrosynthesis dataset with 1.9M reactions from patents (1976-2016). The task is: Predict the reactants needed to synthesize the given product. (1) The reactants are: [ClH:1].[N:2]1([CH2:8][CH2:9][NH:10][C:11]([C:13]2[CH:14]=[C:15]([C:19]3[CH:24]=[CH:23][CH:22]=[C:21]([CH2:25][C@H:26]([NH:41][C:42]([C@H:44]4[CH2:49][CH2:48][C@H:47]([CH2:50][NH:51]C(=O)OC(C)(C)C)[CH2:46][CH2:45]4)=[O:43])[C:27](=[O:40])[NH:28][C:29]4[CH:34]=[CH:33][C:32]([C:35]5[NH:39][N:38]=[N:37][N:36]=5)=[CH:31][CH:30]=4)[CH:20]=3)[CH:16]=[CH:17][CH:18]=2)=[O:12])[CH2:7][CH2:6][O:5][CH2:4][CH2:3]1.C(#N)C. Given the product [ClH:1].[NH2:51][CH2:50][C@H:47]1[CH2:46][CH2:45][C@H:44]([C:42]([NH:41][C@H:26]([C:27](=[O:40])[NH:28][C:29]2[CH:30]=[CH:31][C:32]([C:35]3[NH:39][N:38]=[N:37][N:36]=3)=[CH:33][CH:34]=2)[CH2:25][C:21]2[CH:20]=[C:19]([C:15]3[CH:16]=[CH:17][CH:18]=[C:13]([C:11]([NH:10][CH2:9][CH2:8][N:2]4[CH2:3][CH2:4][O:5][CH2:6][CH2:7]4)=[O:12])[CH:14]=3)[CH:24]=[CH:23][CH:22]=2)=[O:43])[CH2:49][CH2:48]1, predict the reactants needed to synthesize it. (2) Given the product [C:26]([NH:8][C@H:7]([C:9]([OH:11])=[O:10])[CH2:6][C:5]1[CH:4]=[CH:3][C:2]([I:1])=[CH:13][CH:12]=1)(=[O:28])[CH3:27], predict the reactants needed to synthesize it. The reactants are: [I:1][C:2]1[CH:13]=[CH:12][C:5]([CH2:6][CH:7]([C:9]([OH:11])=[O:10])[NH2:8])=[CH:4][CH:3]=1.[Si](Cl)(C)(C)C.C(N(CC)CC)C.[C:26](OC(=O)C)(=[O:28])[CH3:27]. (3) Given the product [CH2:1]([C@@H:8]1[CH2:12][O:11][C:10](=[O:13])[N:9]1[C:14](=[O:53])[C@@H:15]([C:38]1[CH:43]=[CH:42][C:41]([S:44]([CH:47]2[CH2:49][CH2:48]2)(=[O:46])=[O:45])=[C:40]([CH:50]2[CH2:52][CH2:51]2)[CH:39]=1)[CH2:16][C@H:17]1[CH2:37][CH2:36][C:19](=[O:20])[CH2:18]1)[C:2]1[CH:7]=[CH:6][CH:5]=[CH:4][CH:3]=1, predict the reactants needed to synthesize it. The reactants are: [CH2:1]([C@@H:8]1[CH2:12][O:11][C:10](=[O:13])[N:9]1[C:14](=[O:53])[CH:15]([C:38]1[CH:43]=[CH:42][C:41]([S:44]([CH:47]2[CH2:49][CH2:48]2)(=[O:46])=[O:45])=[C:40]([CH:50]2[CH2:52][CH2:51]2)[CH:39]=1)[CH2:16][C@H:17]1[CH2:37][CH2:36][C:19]2(O[C@H](C3C=CC=CC=3)[C@@H](C3C=CC=CC=3)[O:20]2)[CH2:18]1)[C:2]1[CH:7]=[CH:6][CH:5]=[CH:4][CH:3]=1.Cl.CC(C)=O.C(=O)([O-])O.[Na+]. (4) Given the product [CH3:27][O:26][C:23]1[CH:24]=[C:25]2[C:20](=[CH:21][C:22]=1[O:28][CH3:29])[N:19]=[CH:18][N:31]=[C:16]2[O:8][C:5]1[CH:6]=[CH:7][C:2]([NH2:1])=[CH:3][CH:4]=1, predict the reactants needed to synthesize it. The reactants are: [NH2:1][C:2]1[CH:7]=[CH:6][C:5]([OH:8])=[CH:4][CH:3]=1.CC([O-])(C)C.[K+].Cl[C:16]1[C:25]2[C:20](=[CH:21][C:22]([O:28][CH3:29])=[C:23]([O:26][CH3:27])[CH:24]=2)[N:19]=[CH:18]C=1.C[N:31](C=O)C. (5) The reactants are: [F:1][C:2]([F:16])([F:15])[C:3]1[CH:8]=[CH:7][CH:6]=[CH:5][C:4]=1[CH:9]1[CH2:14][CH2:13][NH:12][CH2:11][CH2:10]1.[ClH:17].O1CCOCC1. Given the product [ClH:17].[F:16][C:2]([F:1])([F:15])[C:3]1[CH:8]=[CH:7][CH:6]=[CH:5][C:4]=1[CH:9]1[CH2:10][CH2:11][NH:12][CH2:13][CH2:14]1, predict the reactants needed to synthesize it. (6) Given the product [CH2:1]([O:5][C:6]([NH:8][CH:9]([C:27](=[O:34])[NH:28][CH2:29][CH2:30][CH2:31][CH2:32][CH3:33])[CH2:10][C:11]1[CH:12]=[CH:13][C:14]([NH:17][C:18]2[CH:26]=[CH:25][CH:24]=[CH:23][C:19]=2[C:20]([OH:22])=[O:21])=[CH:15][CH:16]=1)=[O:7])[CH:3]=[CH2:36], predict the reactants needed to synthesize it. The reactants are: [C:1]([O:5][C:6]([NH:8][CH:9]([C:27](=[O:34])[NH:28][CH2:29][CH2:30][CH2:31][CH2:32][CH3:33])[CH2:10][C:11]1[CH:16]=[CH:15][C:14]([NH:17][C:18]2[CH:26]=[CH:25][CH:24]=[CH:23][C:19]=2[C:20]([OH:22])=[O:21])=[CH:13][CH:12]=1)=[O:7])(C)([CH3:3])C.F[C:36](F)(F)C(O)=O.C(=O)(O)[O-].[Na+].ClC(OCC=C)=O.